From a dataset of Reaction yield outcomes from USPTO patents with 853,638 reactions. Predict the reaction yield, written as a fraction of the theoretical maximum amount of product (1.0 means a 100% yield; for example, 0.34 means a 34% yield). The reactants are [C:1]([C@@:3]1([CH3:21])[CH2:7][CH2:6][C@@H:5]([NH:8][C:9](=[O:18])[O:10][CH2:11][C:12]2[CH:17]=[CH:16][CH:15]=[CH:14][CH:13]=2)[C:4]1([CH3:20])[CH3:19])#[N:2]. The catalyst is C1COCC1. The product is [NH2:2][CH2:1][C@@:3]1([CH3:21])[CH2:7][CH2:6][C@@H:5]([NH:8][C:9](=[O:18])[O:10][CH2:11][C:12]2[CH:13]=[CH:14][CH:15]=[CH:16][CH:17]=2)[C:4]1([CH3:20])[CH3:19]. The yield is 0.900.